From a dataset of Full USPTO retrosynthesis dataset with 1.9M reactions from patents (1976-2016). Predict the reactants needed to synthesize the given product. (1) Given the product [I:25][C:6]1[CH:5]=[CH:4][C:3]([CH2:2][C:9]2[CH:10]=[CH:11][C:12]([C:13]([OH:15])=[O:14])=[CH:16][CH:17]=2)=[CH:8][CH:7]=1, predict the reactants needed to synthesize it. The reactants are: [Al].[CH2:2]([C:9]1[CH:17]=[CH:16][C:12]([C:13]([OH:15])=[O:14])=[CH:11][CH:10]=1)[C:3]1[CH:8]=[CH:7][CH:6]=[CH:5][CH:4]=1.C1C(=O)N([I:25])C(=O)C1.C(S([O-])(=O)=O)(F)(F)F.C(S([O-])(=O)=O)(F)(F)F.C(S([O-])(=O)=O)(F)(F)F.[Yb+3]. (2) Given the product [Br:14][CH2:10][CH2:9][C:6]1[CH:7]2[CH2:8][CH:3]([CH2:4][CH:5]=1)[C:2]2([CH3:12])[CH3:1], predict the reactants needed to synthesize it. The reactants are: [CH3:1][C:2]1([CH3:12])[CH:7]2[CH2:8][CH:3]1[CH2:4][CH:5]=[C:6]2[CH2:9][CH2:10]O.C(Br)(Br)(Br)[Br:14].C1C=CC(P(C2C=CC=CC=2)C2C=CC=CC=2)=CC=1. (3) Given the product [Br:11][C:12]1[C:13]([F:22])=[C:14]2[C:20]([NH:21][C:6](=[O:7])[C:5]([OH:4])([CH3:9])[CH3:10])=[CH:19][NH:18][C:15]2=[N:16][CH:17]=1, predict the reactants needed to synthesize it. The reactants are: C([O:4][C:5]([CH3:10])([CH3:9])[C:6](Cl)=[O:7])(=O)C.[Br:11][C:12]1[C:13]([F:22])=[C:14]2[C:20]([NH2:21])=[CH:19][NH:18][C:15]2=[N:16][CH:17]=1.C(N(CC)CC)C. (4) Given the product [CH3:1][Si:2]([O:6][Si:2]([CH3:4])([CH3:3])[CH3:1])([CH3:4])[CH3:3].[ClH:5], predict the reactants needed to synthesize it. The reactants are: [CH3:1][Si:2]([Cl:5])([CH3:4])[CH3:3].[OH2:6]. (5) Given the product [Si:20]([O:27][C:28]1[CH:35]=[CH:34][C:31]([CH:32]([NH:13][C:10]2[CH:11]=[CH:12][C:7]([C:4]3[N:3]=[C:2]([CH3:1])[O:6][N:5]=3)=[CH:8][CH:9]=2)[C:18]#[N:19])=[CH:30][C:29]=1[O:36][CH3:37])([C:23]([CH3:26])([CH3:25])[CH3:24])([CH3:22])[CH3:21], predict the reactants needed to synthesize it. The reactants are: [CH3:1][C:2]1[O:6][N:5]=[C:4]([C:7]2[CH:12]=[CH:11][C:10]([NH2:13])=[CH:9][CH:8]=2)[N:3]=1.C[Si]([C:18]#[N:19])(C)C.[Si:20]([O:27][C:28]1[CH:35]=[CH:34][C:31]([CH:32]=O)=[CH:30][C:29]=1[O:36][CH3:37])([C:23]([CH3:26])([CH3:25])[CH3:24])([CH3:22])[CH3:21].C(OCC)(=O)C.